Dataset: Reaction yield outcomes from USPTO patents with 853,638 reactions. Task: Predict the reaction yield, written as a fraction of the theoretical maximum amount of product (1.0 means a 100% yield; for example, 0.34 means a 34% yield). (1) The reactants are CC1(C)C2C(=C(P(C3C=CC=CC=3)C3C=CC=CC=3)C=CC=2)OC2C(P(C3C=CC=CC=3)C3C=CC=CC=3)=CC=CC1=2.Cl[C:44]1[CH:45]=[CH:46][C:47]2[CH2:48][N:49]([CH3:60])[CH2:50][CH:51]([CH2:55][C:56]([F:59])([F:58])[F:57])[O:52][C:53]=2[N:54]=1.[CH3:61][O:62][C:63]1[N:68]=[C:67]([NH2:69])[CH:66]=[CH:65][C:64]=1[C:70]1[CH:75]=[C:74]([CH3:76])[N:73]=[CH:72][N:71]=1.C(=O)([O-])[O-].[Cs+].[Cs+]. The catalyst is O1CCOCC1.C([O-])(=O)C.[Pd+2].C([O-])(=O)C. The product is [CH3:61][O:62][C:63]1[N:68]=[C:67]([NH:69][C:44]2[CH:45]=[CH:46][C:47]3[CH2:48][N:49]([CH3:60])[CH2:50][CH:51]([CH2:55][C:56]([F:59])([F:58])[F:57])[O:52][C:53]=3[N:54]=2)[CH:66]=[CH:65][C:64]=1[C:70]1[CH:75]=[C:74]([CH3:76])[N:73]=[CH:72][N:71]=1. The yield is 0.230. (2) The reactants are C(OC([NH:8][CH2:9][CH:10]1[CH2:15][CH2:14][CH2:13][N:12]([C:16]([NH2:18])=[O:17])[CH2:11]1)=O)(C)(C)C.S(=O)(=O)(O)O. The catalyst is CO.O1CCOCC1. The product is [NH2:8][CH2:9][CH:10]1[CH2:15][CH2:14][CH2:13][N:12]([C:16]([NH2:18])=[O:17])[CH2:11]1. The yield is 0.870. (3) The reactants are [NH2:1][CH2:2][CH2:3][NH:4][C:5]1[C:6](=[O:22])[N:7]([C:18]([CH3:21])([CH3:20])[CH3:19])[S:8](=[O:17])(=[O:16])[C:9]=1[C:10]1[CH:15]=[CH:14][CH:13]=[CH:12][CH:11]=1.Cl[C:24]1[C:29]([Cl:30])=[CH:28][C:27]([C:31]([F:34])([F:33])[F:32])=[CH:26][N:25]=1. The catalyst is CN(C=O)C. The product is [C:18]([N:7]1[C:6](=[O:22])[C:5]([NH:4][CH2:3][CH2:2][NH:1][C:24]2[C:29]([Cl:30])=[CH:28][C:27]([C:31]([F:34])([F:32])[F:33])=[CH:26][N:25]=2)=[C:9]([C:10]2[CH:15]=[CH:14][CH:13]=[CH:12][CH:11]=2)[S:8]1(=[O:17])=[O:16])([CH3:19])([CH3:21])[CH3:20]. The yield is 0.380. (4) The reactants are [O:1]1[C:5]2[CH:6]=[CH:7][C:8]([C:10]3([C:13]([OH:15])=[O:14])[CH2:12][CH2:11]3)=[CH:9][C:4]=2[CH:3]=[CH:2]1. The catalyst is CO.O=[Pt]=O. The product is [O:1]1[C:5]2[CH:6]=[CH:7][C:8]([C:10]3([C:13]([OH:15])=[O:14])[CH2:12][CH2:11]3)=[CH:9][C:4]=2[CH2:3][CH2:2]1. The yield is 0.470. (5) The reactants are [NH2:1][C:2]1[S:3][C:4]([C:8]([OH:10])=O)=[C:5]([CH3:7])[N:6]=1.C(N(CC)C(C)C)(C)C.Cl.CN(C)CCCN=C=NCC.O.ON1C2C=CC=CC=2N=N1.[CH2:43]([NH2:50])[C:44]1[CH:49]=[CH:48][CH:47]=[CH:46][CH:45]=1. The catalyst is CN(C)C=O.C(OCC)(=O)C. The product is [NH2:1][C:2]1[S:3][C:4]([C:8]([NH:50][CH2:43][C:44]2[CH:49]=[CH:48][CH:47]=[CH:46][CH:45]=2)=[O:10])=[C:5]([CH3:7])[N:6]=1. The yield is 0.600. (6) The reactants are [C:1]1([CH2:7][CH2:8][CH2:9][CH2:10][CH2:11][CH2:12][CH2:13][CH2:14][C:15]2[CH:24]=[CH:23][C:18]([C:19]([O:21]C)=[O:20])=[CH:17][CH:16]=2)[CH:6]=[CH:5][CH:4]=[CH:3][CH:2]=1.[OH-].[Na+]. The catalyst is CO.C1COCC1. The product is [C:1]1([CH2:7][CH2:8][CH2:9][CH2:10][CH2:11][CH2:12][CH2:13][CH2:14][C:15]2[CH:16]=[CH:17][C:18]([C:19]([OH:21])=[O:20])=[CH:23][CH:24]=2)[CH:2]=[CH:3][CH:4]=[CH:5][CH:6]=1. The yield is 1.00.